This data is from HIV replication inhibition screening data with 41,000+ compounds from the AIDS Antiviral Screen. The task is: Binary Classification. Given a drug SMILES string, predict its activity (active/inactive) in a high-throughput screening assay against a specified biological target. (1) The drug is CCOc1ccccc1NC(=O)CC1Sc2ccccc2NC1=O. The result is 0 (inactive). (2) The compound is O=C1Nc2nc3ccccc3n2N=C2CCCC12. The result is 0 (inactive). (3) The drug is CN1C(=O)C2CC(O)C(SC3CC4C(=O)N(C)C(=O)C4CC3O)CC2C1=O. The result is 0 (inactive). (4) The compound is Cc1cc(NS(=O)(=O)c2ccc(Nc3c4ccccc4nc4ccc(C(=O)Nc5ccc(S(N)(=O)=O)cc5)cc34)cc2)no1. The result is 0 (inactive). (5) The result is 0 (inactive). The compound is COC1=CC2C3Cc4c(-c5cc(OC)c(O)c6c5CC5C7C=C(OC)C(=O)CC67CCN5C)cc(OC)c(O)c4C2(CCN3C)CC1=O. (6) The drug is COC1C(OC(=O)c2ccc(C)[nH]2)C(O)C(Oc2ccc3c(O)c(NC(=O)c4ccc(O)c(CC=C(C)C)c4)c(=O)oc3c2Cl)OC1(C)C. The result is 0 (inactive). (7) The drug is CN(C)c1ccc(N=O)cc1. The result is 0 (inactive). (8) The result is 0 (inactive). The drug is Clc1ccc(OCC(COc2ccccc2)Oc2nc(-c3ccccc3)nc(-c3ccccc3)n2)cc1.